From a dataset of Reaction yield outcomes from USPTO patents with 853,638 reactions. Predict the reaction yield, written as a fraction of the theoretical maximum amount of product (1.0 means a 100% yield; for example, 0.34 means a 34% yield). (1) The reactants are Cl[CH2:2][C:3]([C:5]1[CH:6]=[CH:7][C:8]2[O:13][CH2:12][CH2:11][CH2:10][C:9]=2[CH:14]=1)=O.[C:15]([NH2:23])(=[S:22])[C:16]1[CH:21]=[CH:20][CH:19]=[CH:18][CH:17]=1. The catalyst is O1CCOCC1. The product is [O:13]1[C:8]2[CH:7]=[CH:6][C:5]([C:3]3[N:23]=[C:15]([C:16]4[CH:21]=[CH:20][CH:19]=[CH:18][CH:17]=4)[S:22][CH:2]=3)=[CH:14][C:9]=2[CH2:10][CH2:11][CH2:12]1. The yield is 0.940. (2) The reactants are [F:1][C:2]1[C:7]([OH:8])=[CH:6][C:5]([CH3:9])=[C:4]([F:10])[C:3]=1[NH:11][C:12](=O)[C:13]1[CH:18]=[C:17]([C:19]2[CH:24]=[CH:23][CH:22]=[C:21]([F:25])[CH:20]=2)[CH:16]=[CH:15][C:14]=1[F:26]. The catalyst is C1COCC1. The product is [F:1][C:2]1[C:3]([NH:11][CH2:12][C:13]2[CH:18]=[C:17]([C:19]3[CH:24]=[CH:23][CH:22]=[C:21]([F:25])[CH:20]=3)[CH:16]=[CH:15][C:14]=2[F:26])=[C:4]([F:10])[C:5]([CH3:9])=[CH:6][C:7]=1[OH:8]. The yield is 0.750. (3) The reactants are C([O:8][C:9]1[C:10]([O:41][CH3:42])=[CH:11][C:12]2[C:18](=[O:19])[N:17]3[CH:20]=[C:21](OS(C(F)(F)F)(=O)=O)[CH2:22][CH:16]3[C:15](=[O:31])[N:14]([CH2:32][O:33][CH2:34][CH2:35][Si:36]([CH3:39])([CH3:38])[CH3:37])[C:13]=2[CH:40]=1)C1C=CC=CC=1. The catalyst is CCO.[OH-].[OH-].[Pd+2]. The product is [OH:8][C:9]1[C:10]([O:41][CH3:42])=[CH:11][C:12]2[C:18](=[O:19])[N:17]3[CH2:20][CH2:21][CH2:22][CH:16]3[C:15](=[O:31])[N:14]([CH2:32][O:33][CH2:34][CH2:35][Si:36]([CH3:37])([CH3:38])[CH3:39])[C:13]=2[CH:40]=1. The yield is 0.850.